Dataset: NCI-60 drug combinations with 297,098 pairs across 59 cell lines. Task: Regression. Given two drug SMILES strings and cell line genomic features, predict the synergy score measuring deviation from expected non-interaction effect. (1) Drug 1: CCCS(=O)(=O)NC1=C(C(=C(C=C1)F)C(=O)C2=CNC3=C2C=C(C=N3)C4=CC=C(C=C4)Cl)F. Drug 2: C1=CC(=CC=C1CC(C(=O)O)N)N(CCCl)CCCl.Cl. Cell line: SF-268. Synergy scores: CSS=15.0, Synergy_ZIP=-3.09, Synergy_Bliss=5.52, Synergy_Loewe=-29.8, Synergy_HSA=0.508. (2) Drug 1: C1=CN(C(=O)N=C1N)C2C(C(C(O2)CO)O)O.Cl. Drug 2: C(=O)(N)NO. Cell line: LOX IMVI. Synergy scores: CSS=35.7, Synergy_ZIP=1.43, Synergy_Bliss=-0.756, Synergy_Loewe=-36.7, Synergy_HSA=-2.52. (3) Drug 1: C(CN)CNCCSP(=O)(O)O. Drug 2: CC1C(C(CC(O1)OC2CC(CC3=C2C(=C4C(=C3O)C(=O)C5=C(C4=O)C(=CC=C5)OC)O)(C(=O)CO)O)N)O.Cl. Cell line: SK-MEL-2. Synergy scores: CSS=35.3, Synergy_ZIP=-1.25, Synergy_Bliss=-1.24, Synergy_Loewe=-28.3, Synergy_HSA=-0.992. (4) Drug 1: C1=CN(C=N1)CC(O)(P(=O)(O)O)P(=O)(O)O. Drug 2: C1CN(CCN1C(=O)CCBr)C(=O)CCBr. Cell line: PC-3. Synergy scores: CSS=11.8, Synergy_ZIP=-2.51, Synergy_Bliss=3.70, Synergy_Loewe=2.79, Synergy_HSA=3.46. (5) Drug 1: CC(CN1CC(=O)NC(=O)C1)N2CC(=O)NC(=O)C2. Drug 2: CCC(=C(C1=CC=CC=C1)C2=CC=C(C=C2)OCCN(C)C)C3=CC=CC=C3.C(C(=O)O)C(CC(=O)O)(C(=O)O)O. Cell line: A549. Synergy scores: CSS=35.5, Synergy_ZIP=0.442, Synergy_Bliss=0.114, Synergy_Loewe=-1.07, Synergy_HSA=1.50.